Dataset: Merck oncology drug combination screen with 23,052 pairs across 39 cell lines. Task: Regression. Given two drug SMILES strings and cell line genomic features, predict the synergy score measuring deviation from expected non-interaction effect. (1) Drug 1: O=C(CCCCCCC(=O)Nc1ccccc1)NO. Drug 2: Cn1c(=O)n(-c2ccc(C(C)(C)C#N)cc2)c2c3cc(-c4cnc5ccccc5c4)ccc3ncc21. Cell line: HT29. Synergy scores: synergy=22.6. (2) Drug 1: N#Cc1ccc(Cn2cncc2CN2CCN(c3cccc(Cl)c3)C(=O)C2)cc1. Drug 2: CCC1=CC2CN(C1)Cc1c([nH]c3ccccc13)C(C(=O)OC)(c1cc3c(cc1OC)N(C)C1C(O)(C(=O)OC)C(OC(C)=O)C4(CC)C=CCN5CCC31C54)C2. Cell line: CAOV3. Synergy scores: synergy=-7.52.